This data is from Forward reaction prediction with 1.9M reactions from USPTO patents (1976-2016). The task is: Predict the product of the given reaction. Given the reactants [F:1][C:2]1[CH:9]=[C:8]([N+:10]([O-:12])=[O:11])[C:7](F)=[CH:6][C:3]=1[C:4]#[N:5].[CH2:14]([O:16][C:17](=[O:30])[C:18]([O:21][C:22]1[CH:27]=[CH:26][C:25]([OH:28])=[CH:24][C:23]=1[CH3:29])([CH3:20])[CH3:19])[CH3:15].C1OCCOCCOCCOCCOCCOC1, predict the reaction product. The product is: [CH2:14]([O:16][C:17](=[O:30])[C:18]([O:21][C:22]1[CH:27]=[CH:26][C:25]([O:28][C:7]2[CH:6]=[C:3]([C:4]#[N:5])[C:2]([F:1])=[CH:9][C:8]=2[N+:10]([O-:12])=[O:11])=[CH:24][C:23]=1[CH3:29])([CH3:19])[CH3:20])[CH3:15].